This data is from Antibody developability classification from SAbDab with 2,409 antibodies. The task is: Regression/Classification. Given an antibody's heavy chain and light chain sequences, predict its developability. TAP uses regression for 5 developability metrics; SAbDab uses binary classification. (1) The antibody is ['QSLEESGGRLVTPGTPLTLTCTVSGFSLSTYNIHWVRQAPGKGLEWIGVIDTGGGTYFASWAKGRFAISKTSSTTVDLKMTSLTAADTATYFCAKGFDYSASTNLWGPGTLVTISS', 'ELDMTQTPSSVSAPVGGSVTINCQSSQSVYGNNYLAWYQQKAGQPPKLLIYRASTLASGAPSRFKGSGSGTQFTLTISDLESDDAATYYCLGYYNGVINVFGGGTNVEIK']. Result: 0 (not developable). (2) The antibody is ['QVQLLESGAELVKPGASVKLSCKASGYTFTSYWMHWVKQRPGRGLEWIGMIDPNSGGTKYNEKFKSKATLTVDKPSNTAYMQLSSLTSEDSAVYYCTRRDMDYWGAGTTVTVSS', 'ELVMTQTPKFMSTTVGDRVSITCKASQNVGTPVAWYQQKPGQSPKLLIYSASNRYTGVPDRFTGSGSGTDFTLTISNMQSEDLADYFCQQYSSYPLTFGGGTKVEIK']. Result: 1 (developable). (3) The antibody is ['QVTLKEFGPALVKPTQPLTLTCSFSGFSLRSSDTAVVWIRQPPGKALEWLAAIYWDDVEHINPSLKSRLSISKDSPNSLVVLTMANMDPVDTATYYCGRVRFVSGGYYTDRIDSWGPGLLVTVSS', 'QSVLTQPPSVSGAPGQRVTISCAGTKSNIGDCSVSWYQQLPGATPRLLIYQNNNRPSGVSDRFSGSKSGTSASLAITGLQTEDEADYFCLSYDTSFSGWRFGGGTRLTVL']. Result: 0 (not developable). (4) The antibody is ['EVQLVQSGAEVKKPGASVKVSCKASGYTFTSSYINWVRQAPGQGLEWMGTINPVSGSTSYAQKFQGRVTMTRDTSISTAYMELSRLRSDDTAVYYCARGGWFDYWGQGTLVTVSS', 'QSALTQPASVSGSPGQSITISCTGTSSDVGSYNYVNWYQQHPGKAPKLMIYGVSKRPSGVSNRFSGSKSGNTASLTISGLQAEDEADYYCGTFAGGSYYGVFGGGTKLTVL']. Result: 0 (not developable). (5) Result: 0 (not developable). The antibody is ['EVQLVESGGGLVQPGGSLRLSCVTSGFTFRKFGMSWVRQAPGKGLEWVASISTPRGSTTYYSDSVKGRFTISRDNSKNTLYLQMNSLRAEDTAVYYCTRGYSSTSYAMDYWGQGTLVTVSS', 'DIVLTQSPATLSLSPGERATLSCMTSTDIDDDMNWYQQKPGQAPRLLISEGNTLRPGVPARFSGSGSGTDFTLTISSLEPEDFAVYYCLQSFNVPLTFGQGTKVEIK']. (6) The antibody is ['EVQLQQSGPELVKPGASVKISCKDSGYAFSSSWMNWVKQRPGQGPEWIGRIYPGDGDTNYNGKFKGKATLTADKSSSTAYMQLSSLTSVDSAVYFCARSGLLRYAMDYWGQGTSVTVSS', 'DIVLIQSTSSLSASLGDRVTISCRASQDIRNYLNWYQQKPDGTVKLLIYYTSRLQSGVPSRFSGSGSGTDYSLTISNLEQEDIGTYFCQQGNTLPWTFGGGTKLEIR']. Result: 0 (not developable).